This data is from CYP2D6 inhibition data for predicting drug metabolism from PubChem BioAssay. The task is: Regression/Classification. Given a drug SMILES string, predict its absorption, distribution, metabolism, or excretion properties. Task type varies by dataset: regression for continuous measurements (e.g., permeability, clearance, half-life) or binary classification for categorical outcomes (e.g., BBB penetration, CYP inhibition). Dataset: cyp2d6_veith. The compound is O=c1ccn([C@@H]2O[C@@H](COP(=O)([O-])OP(=O)([O-])O)[C@H](O)[C@@H]2O)c(=O)[nH]1.[Na+].[Na+]. The result is 0 (non-inhibitor).